This data is from Catalyst prediction with 721,799 reactions and 888 catalyst types from USPTO. The task is: Predict which catalyst facilitates the given reaction. (1) The catalyst class is: 283. Product: [CH3:10][CH2:9][N:8]([C:11]([CH:13]([O:15][C:16]1[CH:17]=[CH:18][CH:19]=[C:20]2[CH:21]=[CH:22][CH:23]=[CH:24][C:25]=12)[CH3:14])=[O:12])[CH2:7][CH3:6].[CH3:6][CH2:7][N:8]([C:1]([C@H:2]([O:3][C:21]1[C:20]2[C:25](=[CH:16][CH:17]=[CH:18][CH:19]=2)[CH:24]=[CH:23][CH:22]=1)[CH3:4])=[O:5])[CH2:9][CH3:10]. Reactant: [CH3:1][C:2]([CH3:4])=[O:3].[OH2:5].[CH3:6][CH2:7][N:8]([C:11]([C@H:13]([O:15][C:16]1[C:25]2[C:20](=[CH:21][CH:22]=[CH:23][CH:24]=2)[CH:19]=[CH:18][CH:17]=1)[CH3:14])=[O:12])[CH2:9][CH3:10]. (2) Reactant: [O:1]1[C:5]2[CH:6]=[CH:7][CH:8]=[CH:9][C:4]=2[N:3]=[C:2]1[C:10]1[CH:11]=[C:12]([NH2:21])[CH:13]=[CH:14][C:15]=1[O:16][C:17]([F:20])([F:19])[F:18].Cl.Cl[C:24](OC(Cl)(Cl)Cl)=[O:25]. Product: [N:21]([C:12]1[CH:13]=[CH:14][C:15]([O:16][C:17]([F:19])([F:18])[F:20])=[C:10]([C:2]2[O:1][C:5]3[CH:6]=[CH:7][CH:8]=[CH:9][C:4]=3[N:3]=2)[CH:11]=1)=[C:24]=[O:25]. The catalyst class is: 133.